From a dataset of hERG Central: cardiac toxicity at 1µM, 10µM, and general inhibition. Predict hERG channel inhibition at various concentrations. (1) The compound is Cc1cccc([C@@H]2C[C@H]3CN(Cc4cccc(Cl)c4)C(=O)[C@]34CCCN24)n1. Results: hERG_inhib (hERG inhibition (general)): blocker. (2) The molecule is O=C(NCc1ccc(Cl)cc1)C1CCN(S(=O)(=O)c2cc([N+](=O)[O-])ccc2Cl)CC1. Results: hERG_inhib (hERG inhibition (general)): blocker. (3) The molecule is CC(/C=N\NC(=O)CN1CCN(Cc2ccccc2)CC1)=C\c1ccco1. Results: hERG_inhib (hERG inhibition (general)): blocker. (4) The compound is N#CC(C(=O)NC1CC1)c1nc2ccccc2nc1N1CCN(C/C=C/c2ccccc2)CC1. Results: hERG_inhib (hERG inhibition (general)): blocker. (5) The drug is COc1ccc(NC(=O)CSc2nc3ccccc3c(=O)n2CCCN2CCCCC2)c(OC)c1. Results: hERG_inhib (hERG inhibition (general)): blocker.